Dataset: Full USPTO retrosynthesis dataset with 1.9M reactions from patents (1976-2016). Task: Predict the reactants needed to synthesize the given product. (1) The reactants are: [I:1][C:2]1[CH:3]=[C:4]2[C:8](=[CH:9][CH:10]=1)[CH2:7][N:6](C(C1C=CC=CC=1)(C1C=CC=CC=1)C1C=CC=CC=1)[CH2:5]2.[C:30]([C:34]([OH:36])=[O:35])([F:33])([F:32])[F:31].C(Cl)Cl. Given the product [F:31][C:30]([F:33])([F:32])[C:34]([OH:36])=[O:35].[I:1][C:2]1[CH:3]=[C:4]2[C:8](=[CH:9][CH:10]=1)[CH2:7][NH:6][CH2:5]2, predict the reactants needed to synthesize it. (2) Given the product [Br:31][CH2:9][C@H:6]1[O:5][C:3](=[O:4])[CH2:2][C@H:7]1[OH:8], predict the reactants needed to synthesize it. The reactants are: Br[C@H:2]1[C@@H:7]([OH:8])[C@@H:6]([C@@H:9](CBr)O)[O:5][C:3]1=[O:4].[C@@H]1(N2C=C(C)C(=O)NC2=O)O[C@H](CO)[C@@H](O)C1.[Na].[Br:31]C[C@@H](O)[C@H]1OC(=O)C[C@H]1O.